This data is from SARS-CoV-2 main protease (3CLPro) crystallographic fragment screen with 879 compounds. The task is: Binary Classification. Given a drug SMILES string, predict its activity (active/inactive) in a high-throughput screening assay against a specified biological target. (1) The molecule is CCOC(=O)c1cn[nH]c1. The result is 0 (inactive). (2) The molecule is COc1cccc([C@@H]2CCOC[C@@H]2N)c1. The result is 0 (inactive). (3) The molecule is O=C(Nc1ccccc1)Nc1cccnc1. The result is 1 (active).